From a dataset of Full USPTO retrosynthesis dataset with 1.9M reactions from patents (1976-2016). Predict the reactants needed to synthesize the given product. (1) Given the product [C@@H:47]12[CH2:48][C@@H:49]1[CH2:50][C@@H:45]([C:43]1[NH:42][C:41]3[CH:58]=[C:37]([C:32]4[CH:33]=[C:34]5[C:29](=[CH:30][CH:31]=4)[CH:28]=[C:27]([C:24]4[NH:23][C:22]([C@@H:21]6[CH2:20][C@@H:19]7[C@@H:17]([CH2:18]7)[N:16]6[C:14](=[O:15])[C@@H:13]([NH:12][C:10](=[O:11])[O:9][CH3:8])[CH:59]([CH3:61])[CH3:60])=[N:26][CH:25]=4)[CH:36]=[CH:35]5)[CH:38]=[CH:39][C:40]=3[N:44]=1)[NH:46]2, predict the reactants needed to synthesize it. The reactants are: C(O)(C(F)(F)F)=O.[CH3:8][O:9][C:10]([NH:12][C@@H:13]([CH:59]([CH3:61])[CH3:60])[C:14]([N:16]1[C@H:21]([C:22]2[NH:23][C:24]([C:27]3[CH:28]=[C:29]4[C:34](=[CH:35][CH:36]=3)[CH:33]=[C:32]([C:37]3[CH:38]=[CH:39][C:40]5[N:44]=[C:43]([C@@H:45]6[CH2:50][C@@H:49]7[C@@H:47]([CH2:48]7)[N:46]6C(OC(C)(C)C)=O)[NH:42][C:41]=5[CH:58]=3)[CH:31]=[CH:30]4)=[CH:25][N:26]=2)[CH2:20][C@@H:19]2[C@H:17]1[CH2:18]2)=[O:15])=[O:11]. (2) Given the product [I:12][C:2]1[CH:11]=[CH:10][C:9]2[C:4](=[CH:5][CH:6]=[CH:7][CH:8]=2)[N:3]=1, predict the reactants needed to synthesize it. The reactants are: Cl[C:2]1[CH:11]=[CH:10][C:9]2[C:4](=[CH:5][CH:6]=[CH:7][CH:8]=2)[N:3]=1.[I-:12].[Na+].C(Cl)(=O)C. (3) Given the product [Cl:23][CH2:24][C@H:25]1[C:33]2[C:32]3[CH:34]=[CH:35][CH:36]=[CH:37][C:31]=3[C:30]([O:15][S:8]([C:11]([F:14])([F:13])[F:12])(=[O:10])=[O:9])=[CH:29][C:28]=2[N:27]([C:39]([O:41][C:42]([CH3:45])([CH3:44])[CH3:43])=[O:40])[CH2:26]1, predict the reactants needed to synthesize it. The reactants are: C(N(CC)CC)C.[S:8]([O:15]S(C(F)(F)F)(=O)=O)([C:11]([F:14])([F:13])[F:12])(=[O:10])=[O:9].[Cl:23][CH2:24][C@H:25]1[C:33]2[C:32]3[CH:34]=[CH:35][CH:36]=[CH:37][C:31]=3[C:30](O)=[CH:29][C:28]=2[N:27]([C:39]([O:41][C:42]([CH3:45])([CH3:44])[CH3:43])=[O:40])[CH2:26]1.